From a dataset of TCR-epitope binding with 47,182 pairs between 192 epitopes and 23,139 TCRs. Binary Classification. Given a T-cell receptor sequence (or CDR3 region) and an epitope sequence, predict whether binding occurs between them. The epitope is FPPTSFGPL. The TCR CDR3 sequence is CASSLSGGGAWETQYF. Result: 1 (the TCR binds to the epitope).